Dataset: Reaction yield outcomes from USPTO patents with 853,638 reactions. Task: Predict the reaction yield, written as a fraction of the theoretical maximum amount of product (1.0 means a 100% yield; for example, 0.34 means a 34% yield). (1) The product is [O:1]=[C:12]1[CH:13]([CH3:18])[S:6][CH2:5][CH:11]1[C:10]([O:15][CH2:16][CH3:17])=[O:2]. The catalyst is C(OCC)(=O)C. The yield is 1.00. The reactants are [OH2:1].[OH-:2].[Li+].C(OC)(=O)[CH2:5][SH:6].[C:10]([O:15][CH2:16][CH3:17])(=O)/[CH:11]=[CH:12]/[CH3:13].[CH3:18]N(C=O)C. (2) The reactants are C(O[B:5]1[O:9][C:8]([CH3:11])([CH3:10])[C:7]([CH3:13])([CH3:12])[O:6]1)(C)C.C([Li])CCC.[F:19][C:20]1[CH:21]=[C:22]([CH:31]=[C:32]([F:34])[CH:33]=1)[CH2:23][O:24][CH:25]1[CH2:30][CH2:29][O:28][CH2:27][CH2:26]1. No catalyst specified. The product is [F:34][C:32]1[CH:31]=[C:22]([CH2:23][O:24][CH:25]2[CH2:30][CH2:29][O:28][CH2:27][CH2:26]2)[CH:21]=[C:20]([F:19])[C:33]=1[B:5]1[O:6][C:7]([CH3:12])([CH3:13])[C:8]([CH3:10])([CH3:11])[O:9]1. The yield is 0.970. (3) The reactants are [SH:1][C:2]([CH3:8])([CH3:7])[CH2:3][C:4]([OH:6])=[O:5].FC(F)(F)C(O)=O.[CH3:16][O:17][C:18]1[CH:25]=[C:24]([O:26][CH3:27])[CH:23]=[C:22]([O:28][CH3:29])[C:19]=1[CH2:20]O. The catalyst is C(Cl)Cl. The product is [CH3:7][C:2]([S:1][CH2:20][C:19]1[C:22]([O:28][CH3:29])=[CH:23][C:24]([O:26][CH3:27])=[CH:25][C:18]=1[O:17][CH3:16])([CH3:8])[CH2:3][C:4]([OH:6])=[O:5]. The yield is 0.700. (4) The yield is 0.500. The catalyst is CC#N. The reactants are ClC1C(Cl)=CC=CC=1N1CCCN([CH2:16][CH2:17][CH2:18][O:19][C:20]2[CH:29]=[C:28]3[C:23]([CH:24]=[CH:25][C:26](=[O:30])[NH:27]3)=[CH:22][CH:21]=2)CC1.[Na+].[I-].[O:33]1[CH2:38][CH2:37][O:36][C:35]2[C:39]([N:43]3[CH2:48][CH2:47][NH:46][CH2:45][CH2:44]3)=[CH:40][CH:41]=[CH:42][C:34]1=2.[C:49]([O-])([O-])=O.[K+].[K+]. The product is [O:33]1[CH2:38][CH2:37][O:36][C:35]2[C:39]([N:43]3[CH2:44][CH2:45][N:46]([CH2:49][CH2:16][CH2:17][CH2:18][O:19][C:20]4[CH:29]=[C:28]5[C:23]([CH:24]=[CH:25][C:26](=[O:30])[NH:27]5)=[CH:22][CH:21]=4)[CH2:47][CH2:48]3)=[CH:40][CH:41]=[CH:42][C:34]1=2. (5) The reactants are [CH3:1][C:2]([C:4]1[CH:9]=[CH:8][C:7]([Br:10])=[CH:6][CH:5]=1)=O.[C:11](=[O:14])([O-])[O-].[NH4+:15].[NH4+:16].[C-]#N.[K+].[CH2:20]([OH:22])C. The catalyst is O. The product is [Br:10][C:7]1[CH:8]=[CH:9][C:4]([C:2]2([CH3:1])[NH:16][C:20](=[O:22])[NH:15][C:11]2=[O:14])=[CH:5][CH:6]=1. The yield is 0.850. (6) The reactants are [CH2:1]([N:8]1[C:16]2[C:11](=[C:12](Br)[CH:13]=[CH:14][CH:15]=2)[CH:10]=[CH:9]1)[C:2]1[CH:7]=[CH:6][CH:5]=[CH:4][CH:3]=1.[F:18][C:19]([F:31])([F:30])[O:20][C:21]1[CH:26]=[CH:25][C:24](B(O)O)=[CH:23][CH:22]=1.ClCCl.C(=O)([O-])[O-].[K+].[K+]. The catalyst is O1CCOCC1.O.C1C=CC(P(C2C=CC=CC=2)[C-]2C=CC=C2)=CC=1.C1C=CC(P(C2C=CC=CC=2)[C-]2C=CC=C2)=CC=1.Cl[Pd]Cl.[Fe+2]. The yield is 0.240. The product is [CH2:1]([N:8]1[C:16]2[C:11](=[C:12]([C:24]3[CH:23]=[CH:22][C:21]([O:20][C:19]([F:18])([F:30])[F:31])=[CH:26][CH:25]=3)[CH:13]=[CH:14][CH:15]=2)[CH:10]=[CH:9]1)[C:2]1[CH:7]=[CH:6][CH:5]=[CH:4][CH:3]=1. (7) The reactants are C(NC(C)C)(C)C.C([Li])CCC.[CH3:13][C@@H:14]1[C@H:18]([C:19]2[CH:24]=[CH:23][CH:22]=[CH:21][CH:20]=2)[O:17][C:16](=[O:25])[N:15]1[C:26](=[O:35])[CH2:27][CH2:28][C@H:29]([CH3:34])[CH2:30][CH2:31][CH2:32][CH3:33].Br[CH2:37][C:38]([O:40][C:41]([CH3:44])([CH3:43])[CH3:42])=[O:39]. The catalyst is C1COCC1. The product is [C:41]([O:40][C:38](=[O:39])[CH2:37][C@@H:27]([C:26]([N:15]1[C@H:14]([CH3:13])[C@H:18]([C:19]2[CH:24]=[CH:23][CH:22]=[CH:21][CH:20]=2)[O:17][C:16]1=[O:25])=[O:35])[CH2:28][C@H:29]([CH3:34])[CH2:30][CH2:31][CH2:32][CH3:33])([CH3:44])([CH3:43])[CH3:42]. The yield is 0.610.